This data is from Reaction yield outcomes from USPTO patents with 853,638 reactions. The task is: Predict the reaction yield, written as a fraction of the theoretical maximum amount of product (1.0 means a 100% yield; for example, 0.34 means a 34% yield). (1) The reactants are CC(C[AlH]CC(C)C)C.[F:10][C:11]([F:33])([F:32])[C:12]1[C:16]([C:17](OCC)=[O:18])=[CH:15][N:14]([CH:22]2[CH2:27][CH2:26][CH:25]([C:28]([F:31])([F:30])[F:29])[CH2:24][CH2:23]2)[N:13]=1. The catalyst is ClCCl. The product is [F:33][C:11]([F:10])([F:32])[C:12]1[C:16]([CH2:17][OH:18])=[CH:15][N:14]([CH:22]2[CH2:23][CH2:24][CH:25]([C:28]([F:29])([F:30])[F:31])[CH2:26][CH2:27]2)[N:13]=1. The yield is 0.670. (2) The reactants are FC(F)(F)C(O)=O.[Cl:8][C:9]1[CH:45]=[CH:44][C:12]([O:13][C:14]2[C:22]3[NH:21][C:20](=[O:23])[N:19]([CH3:24])[C:18]=3[CH:17]=[CH:16][C:15]=2[C:25]2[C:26]3[CH:35]=[CH:34][N:33](COCC[Si](C)(C)C)[C:27]=3[C:28](=[O:32])[N:29]([CH3:31])[CH:30]=2)=[CH:11][CH:10]=1.C(N)CN. The catalyst is C(Cl)Cl.CO. The product is [Cl:8][C:9]1[CH:45]=[CH:44][C:12]([O:13][C:14]2[C:22]3[NH:21][C:20](=[O:23])[N:19]([CH3:24])[C:18]=3[CH:17]=[CH:16][C:15]=2[C:25]2[C:26]3[CH:35]=[CH:34][NH:33][C:27]=3[C:28](=[O:32])[N:29]([CH3:31])[CH:30]=2)=[CH:11][CH:10]=1. The yield is 0.600. (3) The reactants are [Cl:1][C:2]1[CH:10]=[CH:9][C:8]([N:11]2[CH:15]=[CH:14][CH:13]=[CH:12]2)=[CH:7][C:3]=1[C:4](O)=[O:5].ClC(OC(C)C)=O.CC[N:25](C(C)C)C(C)C.N. The catalyst is C1COCC1. The product is [Cl:1][C:2]1[CH:10]=[CH:9][C:8]([N:11]2[CH:15]=[CH:14][CH:13]=[CH:12]2)=[CH:7][C:3]=1[C:4]([NH2:25])=[O:5]. The yield is 0.780. (4) The reactants are [CH2:1]([C:5]1[N:10]2[N:11]=[CH:12][N:13]=[C:9]2[N:8]([CH:14]2[CH2:19][CH2:18][CH:17]([OH:20])[CH2:16][CH2:15]2)[C:7](=[O:21])[C:6]=1[CH2:22][C:23]1[CH:28]=[CH:27][C:26]([C:29]2[C:30]([C:35]#[N:36])=[CH:31][CH:32]=[CH:33][CH:34]=2)=[CH:25][CH:24]=1)[CH2:2][CH2:3][CH3:4].[N+](=CC(OCC)=[O:41])=[N-].[C:45]1([CH3:51])[CH:50]=CC=C[CH:46]=1. The catalyst is C([O-])(=O)C.[Rh+]. The product is [CH2:1]([C:5]1[N:10]2[N:11]=[CH:12][N:13]=[C:9]2[N:8]([C@H:14]2[CH2:19][CH2:18][C@H:17]([O:20][CH2:46][C:45]([OH:41])([CH3:51])[CH3:50])[CH2:16][CH2:15]2)[C:7](=[O:21])[C:6]=1[CH2:22][C:23]1[CH:28]=[CH:27][C:26]([C:29]2[C:30]([C:35]#[N:36])=[CH:31][CH:32]=[CH:33][CH:34]=2)=[CH:25][CH:24]=1)[CH2:2][CH2:3][CH3:4]. The yield is 0.310.